From a dataset of NCI-60 drug combinations with 297,098 pairs across 59 cell lines. Regression. Given two drug SMILES strings and cell line genomic features, predict the synergy score measuring deviation from expected non-interaction effect. (1) Drug 1: C1CN1C2=NC(=NC(=N2)N3CC3)N4CC4. Drug 2: C1C(C(OC1N2C=NC3=C2NC=NCC3O)CO)O. Cell line: SF-268. Synergy scores: CSS=26.6, Synergy_ZIP=-6.02, Synergy_Bliss=2.57, Synergy_Loewe=-3.06, Synergy_HSA=1.88. (2) Drug 1: CCC1=CC2CC(C3=C(CN(C2)C1)C4=CC=CC=C4N3)(C5=C(C=C6C(=C5)C78CCN9C7C(C=CC9)(C(C(C8N6C)(C(=O)OC)O)OC(=O)C)CC)OC)C(=O)OC.C(C(C(=O)O)O)(C(=O)O)O. Drug 2: COC1=C2C(=CC3=C1OC=C3)C=CC(=O)O2. Cell line: T-47D. Synergy scores: CSS=37.4, Synergy_ZIP=3.32, Synergy_Bliss=0.260, Synergy_Loewe=-8.02, Synergy_HSA=2.11. (3) Drug 1: CCC1(CC2CC(C3=C(CCN(C2)C1)C4=CC=CC=C4N3)(C5=C(C=C6C(=C5)C78CCN9C7C(C=CC9)(C(C(C8N6C=O)(C(=O)OC)O)OC(=O)C)CC)OC)C(=O)OC)O.OS(=O)(=O)O. Drug 2: CCCCCOC(=O)NC1=NC(=O)N(C=C1F)C2C(C(C(O2)C)O)O. Cell line: CAKI-1. Synergy scores: CSS=-8.06, Synergy_ZIP=3.77, Synergy_Bliss=-1.12, Synergy_Loewe=-8.63, Synergy_HSA=-8.59.